This data is from Reaction yield outcomes from USPTO patents with 853,638 reactions. The task is: Predict the reaction yield, written as a fraction of the theoretical maximum amount of product (1.0 means a 100% yield; for example, 0.34 means a 34% yield). (1) The reactants are O1CCCCC1[O:7][CH2:8][C:9]1[CH:13]=[C:12]([C:14]2[CH:19]=[C:18]([C:20]([F:23])([F:22])[F:21])[CH:17]=[C:16]([C:24]([F:27])([F:26])[F:25])[CH:15]=2)[O:11][N:10]=1.C(O)(C(F)(F)F)=O. The catalyst is C(Cl)Cl. The product is [F:27][C:24]([F:25])([F:26])[C:16]1[CH:15]=[C:14]([C:12]2[O:11][N:10]=[C:9]([CH2:8][OH:7])[CH:13]=2)[CH:19]=[C:18]([C:20]([F:21])([F:22])[F:23])[CH:17]=1. The yield is 0.690. (2) The reactants are Cl[C:2]1[C:11]([CH2:12][S:13][C:14]2[N:19]=[C:18]([OH:20])[CH:17]=[C:16]([CH3:21])[N:15]=2)=[CH:10][C:9]2[C:4](=[CH:5][CH:6]=[CH:7][CH:8]=2)[N:3]=1.[NH:22]1[CH2:27][CH2:26][CH2:25][CH2:24][CH2:23]1.O. The catalyst is CS(C)=O. The product is [CH3:21][C:16]1[N:15]=[C:14]([S:13][CH2:12][C:11]2[C:2]([N:22]3[CH2:27][CH2:26][CH2:25][CH2:24][CH2:23]3)=[N:3][C:4]3[C:9]([CH:10]=2)=[CH:8][CH:7]=[CH:6][CH:5]=3)[N:19]=[C:18]([OH:20])[CH:17]=1. The yield is 0.610. (3) The reactants are [CH3:1][C:2]1[N:6]=[N:5][C:4]([NH:14][C:15]2[CH:20]=[N:19][CH:18]=[C:17]([NH:21][C:22]3[CH:27]=[CH:26][CH:25]=[CH:24][CH:23]=3)[N:16]=2)(C(OC(C)(C)C)=O)[CH:3]=1.ClC1N=C(NC2C=CC=CC=2)C=NC=1.NC1C=C(C)N(C(OC(C)(C)C)=O)N=1.C1(P(C2C=CC=CC=2)C2C3OC4C(=CC=CC=4P(C4C=CC=CC=4)C4C=CC=CC=4)C(C)(C)C=3C=CC=2)C=CC=CC=1.C(=O)([O-])[O-].[K+].[K+]. The catalyst is O1CCOCC1.C([O-])(=O)C.[Pd+2].C([O-])(=O)C. The yield is 0.460. The product is [CH3:1][C:2]1[NH:6][N:5]=[C:4]([NH:14][C:15]2[CH:20]=[N:19][CH:18]=[C:17]([NH:21][C:22]3[CH:23]=[CH:24][CH:25]=[CH:26][CH:27]=3)[N:16]=2)[CH:3]=1. (4) The reactants are [Br:1][C:2]1[CH:3]=[C:4]([CH2:8][NH:9][CH2:10][C@:11]2([OH:29])[CH2:16][CH2:15][CH2:14][C@H:13]([CH2:17][N:18]3[C:22]4[CH:23]=[C:24]([C:27]#[N:28])[CH:25]=[CH:26][C:21]=4[N:20]=[CH:19]3)[CH2:12]2)[CH:5]=[CH:6][CH:7]=1.C1N=CN([C:35](N2C=NC=C2)=[O:36])C=1. The catalyst is O1CCOCC1.C(Cl)Cl. The product is [Br:1][C:2]1[CH:3]=[C:4]([CH2:8][N:9]2[CH2:10][C@@:11]3([CH2:16][CH2:15][CH2:14][C@H:13]([CH2:17][N:18]4[C:22]5[CH:23]=[C:24]([C:27]#[N:28])[CH:25]=[CH:26][C:21]=5[N:20]=[CH:19]4)[CH2:12]3)[O:29][C:35]2=[O:36])[CH:5]=[CH:6][CH:7]=1. The yield is 0.990. (5) The reactants are [Br:1][C:2]1[CH:7]=[CH:6][C:5]([CH2:8][C:9]#[N:10])=[C:4]([C:11]([F:14])([F:13])[F:12])[CH:3]=1.Br[CH2:16][CH2:17]Cl.[OH-].[Na+]. The product is [Br:1][C:2]1[CH:7]=[CH:6][C:5]([C:8]2([C:9]#[N:10])[CH2:17][CH2:16]2)=[C:4]([C:11]([F:12])([F:13])[F:14])[CH:3]=1. The yield is 0.860. The catalyst is [Cl-].C([N+](CC)(CC)CC)C1C=CC=CC=1. (6) The reactants are F[C:2]1[C:3]([N+:15]([O-:17])=[O:16])=[C:4]([C:9]2[N:14]=[CH:13][CH:12]=[CH:11][N:10]=2)[CH:5]=[C:6]([F:8])[CH:7]=1.C([NH2:22])(C)(C)C.O. The catalyst is O1CCOCC1. The product is [F:8][C:6]1[CH:5]=[C:4]([C:9]2[N:14]=[CH:13][CH:12]=[CH:11][N:10]=2)[C:3]([N+:15]([O-:17])=[O:16])=[C:2]([NH2:22])[CH:7]=1. The yield is 0.900.